This data is from Forward reaction prediction with 1.9M reactions from USPTO patents (1976-2016). The task is: Predict the product of the given reaction. (1) Given the reactants [CH3:1][C:2]1[C:3]([C:8]([OH:10])=[O:9])=[N:4][CH:5]=[CH:6][N:7]=1.[CH3:11][Si](C=[N+]=[N-])(C)C, predict the reaction product. The product is: [CH3:11][O:9][C:8]([C:3]1[C:2]([CH3:1])=[N:7][CH:6]=[CH:5][N:4]=1)=[O:10]. (2) The product is: [F:12][C:2]([F:11])([F:1])[S:3][C:4]1[CH:10]=[CH:9][C:7]([NH:8][NH2:15])=[CH:6][CH:5]=1. Given the reactants [F:1][C:2]([F:12])([F:11])[S:3][C:4]1[CH:10]=[CH:9][C:7]([NH2:8])=[CH:6][CH:5]=1.[CH]Cl.[N:15]([O-])=O.[Na+], predict the reaction product. (3) Given the reactants [CH2:1]([N:3]1[C:11]2[C:6](=[CH:7][CH:8]=[CH:9][C:10]=2B2OC(C)(C)C(C)(C)O2)[C:5]([NH2:21])=[N:4]1)[CH3:2].Br[C:23]1[C:24]([C@@H:35]([NH:45][C:46](=[O:52])[O:47][C:48]([CH3:51])([CH3:50])[CH3:49])[CH2:36][C:37]2[CH:42]=[C:41]([F:43])[CH:40]=[C:39]([F:44])[CH:38]=2)=[N:25][C:26]([C:29]#[C:30][C:31]([OH:34])([CH3:33])[CH3:32])=[CH:27][CH:28]=1.C([O-])([O-])=O.[K+].[K+].[Li+].[Cl-], predict the reaction product. The product is: [NH2:21][C:5]1[C:6]2[C:11](=[C:10]([C:23]3[C:24]([C@@H:35]([NH:45][C:46](=[O:52])[O:47][C:48]([CH3:51])([CH3:50])[CH3:49])[CH2:36][C:37]4[CH:42]=[C:41]([F:43])[CH:40]=[C:39]([F:44])[CH:38]=4)=[N:25][C:26]([C:29]#[C:30][C:31]([OH:34])([CH3:32])[CH3:33])=[CH:27][CH:28]=3)[CH:9]=[CH:8][CH:7]=2)[N:3]([CH2:1][CH3:2])[N:4]=1. (4) Given the reactants II.I[CH2:4]I.[Br:6][C:7]1[CH:8]=[C:9]([CH:12]=[CH:13][CH:14]=1)[CH:10]=[CH2:11], predict the reaction product. The product is: [Br:6][C:7]1[CH:8]=[C:9]([CH:10]2[CH2:4][CH2:11]2)[CH:12]=[CH:13][CH:14]=1.